The task is: Predict which catalyst facilitates the given reaction.. This data is from Catalyst prediction with 721,799 reactions and 888 catalyst types from USPTO. (1) Reactant: [C:1](Cl)(=[O:4])[CH:2]=[CH2:3].[NH:6]1[CH2:11][CH2:10][CH2:9][CH2:8][CH2:7]1. Product: [N:6]1([C:1](=[O:4])[CH:2]=[CH2:3])[CH2:11][CH2:10][CH2:9][CH2:8][CH2:7]1. The catalyst class is: 2. (2) Reactant: [Cl:1][C:2]1[N:7]=[C:6]([NH:8][C:9]2[C:14]([F:15])=[CH:13][CH:12]=[CH:11][C:10]=2[OH:16])[C:5]([Cl:17])=[CH:4][N:3]=1.[O:18]1[CH2:23][CH2:22][CH2:21][CH2:20][CH:19]1[O:24][CH2:25][CH2:26]O.C1(P(C2C=CC=CC=2)C2C=CC=CC=2)C=CC=CC=1.N(C(OC(C)(C)C)=O)=NC(OC(C)(C)C)=O. Product: [Cl:1][C:2]1[N:7]=[C:6]([NH:8][C:9]2[C:10]([O:16][CH2:26][CH2:25][O:24][CH:19]3[CH2:20][CH2:21][CH2:22][CH2:23][O:18]3)=[CH:11][CH:12]=[CH:13][C:14]=2[F:15])[C:5]([Cl:17])=[CH:4][N:3]=1. The catalyst class is: 2. (3) Reactant: [CH:1]1[C:6]([C:7]#[N:8])=[CH:5][C:4]2[C:9]([CH2:12][CH2:13][CH2:14][CH2:15][N:16]3[CH2:21][CH2:20][N:19]([C:22]4[CH:23]=[CH:24][C:25]5[O:30][C:29]([C:31]([NH2:33])=[O:32])=[CH:28][C:26]=5[CH:27]=4)[CH2:18][CH2:17]3)=[CH:10][NH:11][C:3]=2[CH:2]=1.[ClH:34]. Product: [CH:1]1[C:6]([C:7]#[N:8])=[CH:5][C:4]2[C:9]([CH2:12][CH2:13][CH2:14][CH2:15][N:16]3[CH2:17][CH2:18][N:19]([C:22]4[CH:23]=[CH:24][C:25]5[O:30][C:29]([C:31]([NH2:33])=[O:32])=[CH:28][C:26]=5[CH:27]=4)[CH2:20][CH2:21]3)=[CH:10][NH:11][C:3]=2[CH:2]=1.[ClH:34]. The catalyst class is: 21. (4) Reactant: [NH2:1][C:2]1[C:7]2[C:8](=[O:32])[N:9]([C:13]3[CH:18]=[CH:17][C:16]([CH:19]4[CH2:24][CH2:23][N:22](C(OCCCC)=O)[CH2:21][CH2:20]4)=[CH:15][CH:14]=3)[CH2:10][CH2:11][O:12][C:6]=2[N:5]=[CH:4][N:3]=1.FC(F)(F)C(O)=O. Product: [NH2:1][C:2]1[C:7]2[C:8](=[O:32])[N:9]([C:13]3[CH:14]=[CH:15][C:16]([CH:19]4[CH2:20][CH2:21][NH:22][CH2:23][CH2:24]4)=[CH:17][CH:18]=3)[CH2:10][CH2:11][O:12][C:6]=2[N:5]=[CH:4][N:3]=1. The catalyst class is: 4. (5) The catalyst class is: 41. Reactant: [F:1][C:2]1[CH:3]=[CH:4][C:5]2[N:9]=[C:8]([C@@H:10]([NH2:12])[CH3:11])[N:7]([CH3:13])[C:6]=2[C:14]=1[C:15]1[CH:20]=[CH:19][CH:18]=[CH:17][N:16]=1.Cl[C:22]1[N:30]=[CH:29][N:28]=[C:27]2[C:23]=1[N:24]=[CH:25][N:26]2C1CCCCO1.CCN(C(C)C)C(C)C. Product: [F:1][C:2]1[CH:3]=[CH:4][C:5]2[N:9]=[C:8]([C@@H:10]([NH:12][C:22]3[N:30]=[CH:29][N:28]=[C:27]4[C:23]=3[N:24]=[CH:25][NH:26]4)[CH3:11])[N:7]([CH3:13])[C:6]=2[C:14]=1[C:15]1[CH:20]=[CH:19][CH:18]=[CH:17][N:16]=1. (6) Reactant: [F:1][C:2]([F:19])([C:7]1[CH:8]=[C:9]([C:13]([NH:15]C(=O)C)=[CH2:14])[CH:10]=[CH:11][CH:12]=1)[C:3]([F:6])([F:5])[F:4]. Product: [F:1][C:2]([F:19])([C:7]1[CH:8]=[C:9]([CH:13]([NH2:15])[CH3:14])[CH:10]=[CH:11][CH:12]=1)[C:3]([F:4])([F:6])[F:5]. The catalyst class is: 5. (7) Reactant: C([O:3][C:4]([C:6]1[C:7]([NH:15][C:16]2[CH:24]=[CH:23][CH:22]=[C:21]3[C:17]=2[CH:18]=[CH:19][NH:20]3)=[N:8][C:9]([S:13][CH3:14])=[N:10][C:11]=1[CH3:12])=[O:5])C.[OH-].[Na+]. Product: [NH:20]1[C:21]2[C:17](=[C:16]([NH:15][C:7]3[C:6]([C:4]([OH:5])=[O:3])=[C:11]([CH3:12])[N:10]=[C:9]([S:13][CH3:14])[N:8]=3)[CH:24]=[CH:23][CH:22]=2)[CH:18]=[CH:19]1. The catalyst class is: 14. (8) The catalyst class is: 7. Reactant: [F:1][C:2]1[CH:7]=[CH:6][C:5]([CH:8]([OH:25])[CH2:9][N:10]([CH3:24])[S:11]([C:14]2[C:15]3[CH2:22][CH2:21][CH2:20][C:19](=O)[C:16]=3[S:17][CH:18]=2)(=[O:13])=[O:12])=[CH:4][CH:3]=1.C(O)C.Cl.[OH:30][NH2:31].C([O-])(=O)C.[Na+]. Product: [F:1][C:2]1[CH:7]=[CH:6][C:5]([CH:8]([OH:25])[CH2:9][N:10]([CH3:24])[S:11]([C:14]2[C:15]3[CH2:22][CH2:21][CH2:20]/[C:19](=[N:31]/[OH:30])/[C:16]=3[S:17][CH:18]=2)(=[O:13])=[O:12])=[CH:4][CH:3]=1.